From a dataset of Catalyst prediction with 721,799 reactions and 888 catalyst types from USPTO. Predict which catalyst facilitates the given reaction. (1) Reactant: Cl[C:2]1[N:7]=[CH:6][N:5]=[C:4]([NH:8][C:9]2[NH:10][N:11]=[C:12]([CH:14]3[CH2:16][CH2:15]3)[CH:13]=2)[C:3]=1[N+:17]([O-])=O.C(OC([N:27]1[C:35]2[C:30](=[CH:31][CH:32]=[C:33]([NH2:36])[CH:34]=2)[C:29](=[O:37])[NH:28]1)=O)(C)(C)C.C(N(C(C)C)CC)(C)C. Product: [NH2:17][C:3]1[C:2]([NH:36][C:33]2[CH:34]=[C:35]3[C:30]([C:29](=[O:37])[NH:28][NH:27]3)=[CH:31][CH:32]=2)=[N:7][CH:6]=[N:5][C:4]=1[NH:8][C:9]1[NH:10][N:11]=[C:12]([CH:14]2[CH2:16][CH2:15]2)[CH:13]=1. The catalyst class is: 1. (2) Reactant: [Cl:1][C:2]1[CH:7]=[CH:6][C:5]([S:8]([N:11]([C:15]2[C:16]([C:22](=[O:33])[C:23]3[CH:28]=[C:27]([N+:29]([O-:31])=[O:30])[CH:26]=[CH:25][C:24]=3[Cl:32])=[N:17][CH:18]=[C:19]([CH3:21])[CH:20]=2)COC)(=[O:10])=[O:9])=[CH:4][C:3]=1[C:34]([F:37])([F:36])[F:35].O. Product: [Cl:1][C:2]1[CH:7]=[CH:6][C:5]([S:8]([NH:11][C:15]2[C:16]([C:22](=[O:33])[C:23]3[CH:28]=[C:27]([N+:29]([O-:31])=[O:30])[CH:26]=[CH:25][C:24]=3[Cl:32])=[N:17][CH:18]=[C:19]([CH3:21])[CH:20]=2)(=[O:9])=[O:10])=[CH:4][C:3]=1[C:34]([F:37])([F:35])[F:36]. The catalyst class is: 89. (3) The catalyst class is: 2. Reactant: [CH:1]([CH:3]1[CH2:5][CH:4]1[C:6]([O:8][CH2:9][CH3:10])=[O:7])=O.[NH:11]1[CH2:16][CH2:15][CH2:14][CH2:13][CH2:12]1.C(O[BH-](OC(=O)C)OC(=O)C)(=O)C.[Na+]. Product: [CH2:9]([O:8][C:6]([C@@H:4]1[CH2:5][C@H:3]1[CH2:1][N:11]1[CH2:16][CH2:15][CH2:14][CH2:13][CH2:12]1)=[O:7])[CH3:10]. (4) Product: [C:23]1([O:14][P:12]([CH2:11][C@H:10]([OH:22])[CH2:9][NH:8][C:6]([O:5][C:1]([CH3:4])([CH3:2])[CH3:3])=[O:7])([CH2:15][CH:16]2[CH2:17][CH2:18][CH2:19][CH2:20][CH2:21]2)=[O:13])[CH:28]=[CH:27][CH:26]=[CH:25][CH:24]=1. Reactant: [C:1]([O:5][C:6]([NH:8][CH2:9][C@@H:10]([OH:22])[CH2:11][P:12]([CH2:15][CH:16]1[CH2:21][CH2:20][CH2:19][CH2:18][CH2:17]1)(=[O:14])[OH:13])=[O:7])([CH3:4])([CH3:3])[CH3:2].[C:23]1(O)[CH:28]=[CH:27][CH:26]=[CH:25][CH:24]=1.C(N(CC)CC)C. The catalyst class is: 56.